This data is from Full USPTO retrosynthesis dataset with 1.9M reactions from patents (1976-2016). The task is: Predict the reactants needed to synthesize the given product. Given the product [CH:11]1([CH2:17][CH2:18][O:19][C:20]2[CH:33]=[CH:32][C:23]([CH2:24][CH:25]3[S:29][C:28](=[O:30])[NH:27][C:26]3=[O:31])=[CH:22][CH:21]=2)[CH2:12][CH2:13][CH2:14][CH2:15][CH2:16]1, predict the reactants needed to synthesize it. The reactants are: CC(=NO)C(C)=NO.[BH4-].[Na+].[CH:11]1([CH2:17][CH2:18][O:19][C:20]2[CH:33]=[CH:32][C:23]([CH:24]=[C:25]3[S:29][C:28](=[O:30])[NH:27][C:26]3=[O:31])=[CH:22][CH:21]=2)[CH2:16][CH2:15][CH2:14][CH2:13][CH2:12]1.C(O)(=O)C.